Dataset: Peptide-MHC class I binding affinity with 185,985 pairs from IEDB/IMGT. Task: Regression. Given a peptide amino acid sequence and an MHC pseudo amino acid sequence, predict their binding affinity value. This is MHC class I binding data. The peptide sequence is ILHRLAPWI. The MHC is HLA-A80:01 with pseudo-sequence HLA-A80:01. The binding affinity (normalized) is 0.0847.